Dataset: Catalyst prediction with 721,799 reactions and 888 catalyst types from USPTO. Task: Predict which catalyst facilitates the given reaction. (1) Reactant: Br[C:2]1[N:3]=[C:4]([O:28][CH3:29])[C:5]([N:8](COCC[Si](C)(C)C)[S:9]([C:12]2[CH:17]=[CH:16][CH:15]=[C:14]([Cl:18])[C:13]=2[Cl:19])(=[O:11])=[O:10])=[N:6][CH:7]=1.[O-:30][CH2:31][CH3:32].[Na+]. Product: [Cl:19][C:13]1[C:14]([Cl:18])=[CH:15][CH:16]=[CH:17][C:12]=1[S:9]([NH:8][C:5]1[C:4]([O:28][CH3:29])=[N:3][C:2]([O:30][CH2:31][CH3:32])=[CH:7][N:6]=1)(=[O:10])=[O:11]. The catalyst class is: 8. (2) Reactant: [C:1]([C:5](Cl)=O)([CH3:4])([CH3:3])[CH3:2].[NH2:8][C:9]1[CH:10]=[C:11]([N:21]([CH3:25])[C:22](=[O:24])[CH3:23])[CH:12]=[CH:13][C:14]=1[NH:15][CH2:16][CH:17]1[CH2:20][CH2:19][CH2:18]1.CCN(CC)CC. Product: [C:1]([C:5]1[N:15]([CH2:16][CH:17]2[CH2:18][CH2:19][CH2:20]2)[C:14]2[CH:13]=[CH:12][C:11]([N:21]([CH3:25])[C:22](=[O:24])[CH3:23])=[CH:10][C:9]=2[N:8]=1)([CH3:2])([CH3:3])[CH3:4]. The catalyst class is: 2. (3) Reactant: Br[CH2:2][CH2:3][N:4]1[C:8](=[O:9])[C:7]2=[CH:10][CH:11]=[CH:12][CH:13]=[C:6]2[C:5]1=[O:14].C(=O)([O-])[O-].[K+].[K+].[CH:21]([C:24]1[NH:25][CH:26]=[CH:27][N:28]=1)([CH3:23])[CH3:22]. Product: [CH:21]([C:24]1[N:25]([CH2:2][CH2:3][N:4]2[C:8](=[O:9])[C:7]3[C:6](=[CH:13][CH:12]=[CH:11][CH:10]=3)[C:5]2=[O:14])[CH:26]=[CH:27][N:28]=1)([CH3:23])[CH3:22]. The catalyst class is: 3. (4) Reactant: [CH:1]([O:4][CH2:5][CH2:6][NH:7][S:8]([NH:11][C:12](=[O:37])[O:13][CH2:14][CH2:15][CH2:16][C:17]1[C:18]([CH3:36])=[N:19][N:20]([CH3:35])[C:21]=1[N:22]1[C:26]2=[N:27][CH:28]=[C:29]([C:31]([F:34])([F:33])[F:32])[CH:30]=[C:25]2[CH:24]=[CH:23]1)(=[O:10])=[O:9])([CH3:3])[CH3:2].C(=O)([O-])O.[K+:42]. Product: [CH3:35][N:20]1[C:21]([N:22]2[C:26]3=[N:27][CH:28]=[C:29]([C:31]([F:32])([F:34])[F:33])[CH:30]=[C:25]3[CH:24]=[CH:23]2)=[C:17]([CH2:16][CH2:15][CH2:14][O:13][C:12]([N-:11][S:8](=[O:9])(=[O:10])[NH:7][CH2:6][CH2:5][O:4][CH:1]([CH3:3])[CH3:2])=[O:37])[C:18]([CH3:36])=[N:19]1.[K+:42]. The catalyst class is: 5. (5) Reactant: C1(P(C2C=CC=CC=2)C2C=CC=CC=2)C=CC=CC=1.CC(OC(/N=N/C(OC(C)C)=O)=O)C.[OH:34][C:35]1[CH:40]=[CH:39][C:38]([C:41](=[O:43])[CH3:42])=[CH:37][C:36]=1[N+:44]([O-:46])=[O:45].[C:47]1([CH:53](O)[CH2:54][CH3:55])[CH:52]=[CH:51][CH:50]=[CH:49][CH:48]=1. Product: [N+:44]([C:36]1[CH:37]=[C:38]([C:41](=[O:43])[CH3:42])[CH:39]=[CH:40][C:35]=1[O:34][CH:53]([C:47]1[CH:52]=[CH:51][CH:50]=[CH:49][CH:48]=1)[CH2:54][CH3:55])([O-:46])=[O:45]. The catalyst class is: 387. (6) Reactant: [F:1][C:2]1[CH:7]=[CH:6][C:5]([N:8]2[CH:16]([CH2:17][C:18]3[CH:23]=[CH:22][C:21]([O:24][CH2:25][CH2:26][CH:27]4[CH2:32][CH2:31][CH2:30][CH2:29][NH:28]4)=[CH:20][CH:19]=3)[C:15]3[C:10](=[CH:11][C:12]([O:33][CH3:34])=[CH:13][CH:14]=3)[C:9]2=O)=[CH:4][CH:3]=1.Cl.C(=O)(O)[O-].[Na+]. Product: [F:1][C:2]1[CH:7]=[CH:6][C:5]([N:8]2[CH2:9][C:10]3[C:15](=[CH:14][CH:13]=[C:12]([O:33][CH3:34])[CH:11]=3)[CH:16]2[CH2:17][C:18]2[CH:23]=[CH:22][C:21]([O:24][CH2:25][CH2:26][CH:27]3[CH2:32][CH2:31][CH2:30][CH2:29][NH:28]3)=[CH:20][CH:19]=2)=[CH:4][CH:3]=1. The catalyst class is: 7.